Predict the reaction yield, written as a fraction of the theoretical maximum amount of product (1.0 means a 100% yield; for example, 0.34 means a 34% yield). From a dataset of Reaction yield outcomes from USPTO patents with 853,638 reactions. (1) The reactants are C(OC([NH:8][C:9]1[S:13][C:12]([C:14]2[C:19]([F:20])=[CH:18][CH:17]=[CH:16][C:15]=2[F:21])=[N:11][C:10]=1[C:22]([NH:24][C:25]1[CH:26]=[N:27][N:28]([CH3:45])[C:29]=1[N:30]1[CH2:35][C@@H:34]([F:36])[CH2:33][C@@H:32]([NH:37]C(=O)OC(C)(C)C)[CH2:31]1)=[O:23])=O)(C)(C)C.N. The catalyst is Cl.CO.CO. The product is [NH2:8][C:9]1[S:13][C:12]([C:14]2[C:15]([F:21])=[CH:16][CH:17]=[CH:18][C:19]=2[F:20])=[N:11][C:10]=1[C:22]([NH:24][C:25]1[CH:26]=[N:27][N:28]([CH3:45])[C:29]=1[N:30]1[CH2:35][C@@H:34]([F:36])[CH2:33][C@@H:32]([NH2:37])[CH2:31]1)=[O:23]. The yield is 0.990. (2) The catalyst is O1CCOCC1.CC(P(C(C)(C)C)C1C=CC(N(C)C)=CC=1)(C)C.CC(P(C(C)(C)C)C1C=CC(N(C)C)=CC=1)(C)C.Cl[Pd]Cl. The product is [CH3:1][C:2]1[O:3][C:4]([C:25]([F:26])([F:27])[F:28])=[C:5]([C:7]([NH:9][C:10]2[CH:11]=[CH:12][C:13]([C:30]3[CH:31]=[CH:32][C:33]([C:36]45[CH2:41][CH2:40][C:39]([CH2:44][C:45]([O:47][CH3:48])=[O:46])([CH2:42][CH2:43]4)[O:38][CH2:37]5)=[CH:34][CH:35]=3)=[CH:14][CH:15]=2)=[O:8])[N:6]=1. The reactants are [CH3:1][C:2]1[O:3][C:4]([C:25]([F:28])([F:27])[F:26])=[C:5]([C:7]([NH:9][C:10]2[CH:15]=[CH:14][C:13](B3OC(C)(C)C(C)(C)O3)=[CH:12][CH:11]=2)=[O:8])[N:6]=1.Br[C:30]1[CH:35]=[CH:34][C:33]([C:36]23[CH2:43][CH2:42][C:39]([CH2:44][C:45]([O:47][CH3:48])=[O:46])([CH2:40][CH2:41]2)[O:38][CH2:37]3)=[CH:32][CH:31]=1.O.[F-].[Cs+]. The yield is 0.500. (3) The reactants are [N-:1]=[N+:2]=[N-:3].[Na+].[C:5]([O:9][C:10](=[O:27])[C@@H:11]([NH:19][C:20]([O:22][C:23]([CH3:26])([CH3:25])[CH3:24])=[O:21])[CH2:12][CH:13]([S:16][S:17][CH3:18])[CH2:14]Br)([CH3:8])([CH3:7])[CH3:6]. The catalyst is CN(C)C=O. The product is [C:5]([O:9][C:10](=[O:27])[C@@H:11]([NH:19][C:20]([O:22][C:23]([CH3:26])([CH3:25])[CH3:24])=[O:21])[CH2:12][CH:13]([S:16][S:17][CH3:18])[CH2:14][N:1]=[N+:2]=[N-:3])([CH3:8])([CH3:6])[CH3:7]. The yield is 0.640. (4) The reactants are [N:1]([CH2:4][C:5]1[CH:14]=[N:13][C:12]2[C:11]([N:15]3[CH2:20][CH2:19][O:18][CH2:17][CH2:16]3)=[N:10][C:9]([Cl:21])=[N:8][C:7]=2[CH:6]=1)=[N+:2]=[N-:3].[CH3:22][O:23][CH:24](O[CH:24]([O:23][CH3:22])[C:25]#[CH:26])[C:25]#[CH:26].C(N(CC)CC)C. The catalyst is C(#N)C.C(OCC)(=O)C.[Cu](I)I. The product is [Cl:21][C:9]1[N:10]=[C:11]([N:15]2[CH2:16][CH2:17][O:18][CH2:19][CH2:20]2)[C:12]2[N:13]=[CH:14][C:5]([CH2:4][N:1]3[CH:26]=[C:25]([CH2:24][O:23][CH3:22])[N:3]=[N:2]3)=[CH:6][C:7]=2[N:8]=1. The yield is 0.670. (5) The product is [OH:34][C:22]1[C:21]([CH2:20][CH:19]=[C:18]([CH3:35])[CH2:17][P:8]([O:10][C:11]2[CH:12]=[CH:13][CH:14]=[CH:15][CH:16]=2)([O:7][CH:5]([CH3:6])[C:4]([OH:36])=[O:3])=[O:9])=[C:29]([O:30][CH3:31])[C:28]([CH3:32])=[C:27]2[C:23]=1[C:24](=[O:33])[O:25][CH2:26]2. The yield is 0.770. The reactants are C([O:3][C:4](=[O:36])[CH:5]([O:7][P:8]([CH2:17][C:18]([CH3:35])=[CH:19][CH2:20][C:21]1[C:22]([OH:34])=[C:23]2[C:27](=[C:28]([CH3:32])[C:29]=1[O:30][CH3:31])[CH2:26][O:25][C:24]2=[O:33])([O:10][C:11]1[CH:16]=[CH:15][CH:14]=[CH:13][CH:12]=1)=[O:9])[CH3:6])C.[OH-].[Na+]. The catalyst is C1COCC1.